From a dataset of Peptide-MHC class I binding affinity with 185,985 pairs from IEDB/IMGT. Regression. Given a peptide amino acid sequence and an MHC pseudo amino acid sequence, predict their binding affinity value. This is MHC class I binding data. (1) The peptide sequence is KVFPYALINK. The MHC is HLA-B14:02 with pseudo-sequence HLA-B14:02. The binding affinity (normalized) is 0. (2) The peptide sequence is ALAPVPIPF. The MHC is Mamu-A07 with pseudo-sequence Mamu-A07. The binding affinity (normalized) is 0.0878. (3) The peptide sequence is RRKSSGGKGGSY. The MHC is HLA-B27:06 with pseudo-sequence HLA-B27:06. The binding affinity (normalized) is 0.132.